From a dataset of HIV replication inhibition screening data with 41,000+ compounds from the AIDS Antiviral Screen. Binary Classification. Given a drug SMILES string, predict its activity (active/inactive) in a high-throughput screening assay against a specified biological target. (1) The compound is CCCCCCOc1ccc(C(=O)N(C)O)cc1. The result is 0 (inactive). (2) The result is 0 (inactive). The compound is Oc1nnnc2ccccc12. (3) The compound is O=C(O)C=CC(=O)O.OCCN1CCN(C2=Nc3cccnc3Nc3cscc32)CC1. The result is 0 (inactive). (4) The compound is NC(CSS(=O)(=O)c1ccccc1)C(=O)O. The result is 0 (inactive). (5) The molecule is CCOC(=O)C1(C(=O)OCC)CC(C)C(O)C1. The result is 0 (inactive). (6) The molecule is COP(=O)(OC)C(C#N)=Cc1ccoc1. The result is 0 (inactive). (7) The molecule is Nc1ncc(C=O)c(NCC2(CO)CCC2)n1. The result is 0 (inactive). (8) The molecule is CC1CSS(=O)O1. The result is 0 (inactive).